Dataset: Forward reaction prediction with 1.9M reactions from USPTO patents (1976-2016). Task: Predict the product of the given reaction. (1) The product is: [Cl:1][C:2]1[CH:7]=[C:6]([Cl:8])[CH:5]=[CH:4][C:3]=1[C:9]1[CH:10]=[C:11]2[C:19](=[CH:20][CH:21]=1)[CH2:18][C@H:17]1[C@@H:12]2[CH2:13][NH:14][CH2:15][CH2:16]1. Given the reactants [Cl:1][C:2]1[CH:7]=[C:6]([Cl:8])[CH:5]=[CH:4][C:3]=1[C:9]1[CH:10]=[C:11]2[C:19](=[CH:20][CH:21]=1)[C:18](=O)[C@H:17]1[C@@H:12]2[CH2:13][NH:14][CH2:15][CH2:16]1.[SiH](CC)(CC)CC, predict the reaction product. (2) Given the reactants C(OC([N:8]1[CH2:16][C:15]2[C:10](=[CH:11][C:12]([CH:18]3[CH2:23][CH2:22][O:21][CH2:20][CH2:19]3)=[C:13]([CH3:17])[CH:14]=2)[CH2:9]1)=O)(C)(C)C.[F:24][C:25]([F:30])([F:29])[C:26]([OH:28])=[O:27], predict the reaction product. The product is: [F:24][C:25]([F:30])([F:29])[C:26]([OH:28])=[O:27].[CH3:17][C:13]1[CH:14]=[C:15]2[C:10](=[CH:11][C:12]=1[CH:18]1[CH2:23][CH2:22][O:21][CH2:20][CH2:19]1)[CH2:9][NH:8][CH2:16]2. (3) Given the reactants Br[C:2]1[N:7]=[CH:6][C:5]([C:8]([N:10]2[CH2:15][CH2:14][N:13]([C:16]3[C:21]([CH3:22])=[CH:20][C:19]([CH3:23])=[CH:18][N:17]=3)[CH2:12][CH2:11]2)=[O:9])=[CH:4][CH:3]=1.[CH2:24]([CH:26]1[NH:30][C:29](=[O:31])[N:28]([CH3:32])[C:27]1=[O:33])[CH3:25], predict the reaction product. The product is: [CH3:22][C:21]1[C:16]([N:13]2[CH2:14][CH2:15][N:10]([C:8]([C:5]3[CH:4]=[CH:3][C:2]([N:30]4[CH:26]([CH2:24][CH3:25])[C:27](=[O:33])[N:28]([CH3:32])[C:29]4=[O:31])=[N:7][CH:6]=3)=[O:9])[CH2:11][CH2:12]2)=[N:17][CH:18]=[C:19]([CH3:23])[CH:20]=1. (4) Given the reactants [Br:1][C:2]1[CH:18]=[CH:17][C:5]([C:6]([NH:8][NH:9]C(OC(C)(C)C)=O)=[O:7])=[C:4]([CH3:19])[CH:3]=1, predict the reaction product. The product is: [Br:1][C:2]1[CH:18]=[CH:17][C:5]([C:6]([NH:8][NH2:9])=[O:7])=[C:4]([CH3:19])[CH:3]=1. (5) Given the reactants CCN(S(F)(F)[F:7])CC.[F:10][C:11]1[CH:16]=[CH:15][C:14]([CH:17]2[CH2:22][CH2:21][CH2:20][N:19]3[N:23]=[C:24](/[CH:26]=[CH:27]/[C:28]4[CH:33]=[CH:32][C:31]([N:34]5[CH:38]=[C:37]([CH3:39])[N:36]=[CH:35]5)=[C:30]([O:40][CH3:41])[CH:29]=4)[N:25]=[C:18]23)=[CH:13][CH:12]=1.C(OCC)(=O)C.O.C(=O)(O)[O-].[Na+], predict the reaction product. The product is: [F:7][C:17]1([C:14]2[CH:13]=[CH:12][C:11]([F:10])=[CH:16][CH:15]=2)[CH2:22][CH2:21][CH2:20][N:19]2[N:23]=[C:24](/[CH:26]=[CH:27]/[C:28]3[CH:33]=[CH:32][C:31]([N:34]4[CH:38]=[C:37]([CH3:39])[N:36]=[CH:35]4)=[C:30]([O:40][CH3:41])[CH:29]=3)[N:25]=[C:18]12.[F:10][C:11]1[CH:12]=[CH:13][C:14]([C:17]2[C:18]3[N:19]([N:23]=[C:24](/[CH:26]=[CH:27]/[C:28]4[CH:33]=[CH:32][C:31]([N:34]5[CH:38]=[C:37]([CH3:39])[N:36]=[CH:35]5)=[C:30]([O:40][CH3:41])[CH:29]=4)[N:25]=3)[CH2:20][CH2:21][CH:22]=2)=[CH:15][CH:16]=1. (6) Given the reactants [NH2:1][C:2]1[S:3][CH:4]=[CH:5][C:6]=1[C:7]([C:9]1[CH:14]=[CH:13][CH:12]=[CH:11][CH:10]=1)=O.[F:15][C:16]([F:24])([F:23])[C:17](=[O:22])[CH2:18][C:19](=O)[CH3:20], predict the reaction product. The product is: [F:15][C:16]([F:24])([F:23])[C:17]([C:18]1[C:7]([C:9]2[CH:14]=[CH:13][CH:12]=[CH:11][CH:10]=2)=[C:6]2[CH:5]=[CH:4][S:3][C:2]2=[N:1][C:19]=1[CH3:20])=[O:22].